This data is from Catalyst prediction with 721,799 reactions and 888 catalyst types from USPTO. The task is: Predict which catalyst facilitates the given reaction. (1) Reactant: Cl[C:2]1[N:7]=[C:6]([C:8]2[C:9]([C:17]3[CH:18]=[C:19]([NH:23][C:24](=[O:33])[C:25]4[C:30]([F:31])=[CH:29][CH:28]=[CH:27][C:26]=4[F:32])[CH:20]=[CH:21][CH:22]=3)=[N:10][N:11]3[CH:16]=[CH:15][CH:14]=[CH:13][C:12]=23)[CH:5]=[CH:4][N:3]=1.CN(C=O)C.[NH:39]1[C:43]2[CH:44]=[CH:45][C:46]([NH2:48])=[CH:47][C:42]=2[N:41]=[N:40]1.Cl. Product: [NH:39]1[C:43]2[CH:44]=[CH:45][C:46]([NH:48][C:2]3[N:7]=[C:6]([C:8]4[C:9]([C:17]5[CH:18]=[C:19]([NH:23][C:24](=[O:33])[C:25]6[C:30]([F:31])=[CH:29][CH:28]=[CH:27][C:26]=6[F:32])[CH:20]=[CH:21][CH:22]=5)=[N:10][N:11]5[CH:16]=[CH:15][CH:14]=[CH:13][C:12]=45)[CH:5]=[CH:4][N:3]=3)=[CH:47][C:42]=2[N:41]=[N:40]1. The catalyst class is: 14. (2) Reactant: [Br:1][C:2]1[CH:3]=[C:4]([NH2:8])[CH:5]=[N:6][CH:7]=1.[CH3:9][O:10][C:11]1[CH:12]=[C:13]([CH:16]=[CH:17][CH:18]=1)[CH:14]=O.[Si]([C:23]#[N:24])(C)(C)C. Product: [Br:1][C:2]1[CH:3]=[C:4]([NH:8][CH:14]([C:13]2[CH:16]=[CH:17][CH:18]=[C:11]([O:10][CH3:9])[CH:12]=2)[C:23]#[N:24])[CH:5]=[N:6][CH:7]=1. The catalyst class is: 57. (3) Reactant: [Cl:1][C:2]1[C:3]([C:15]2[S:16][C:17]([C:20]3[N:21]=[C:22]4[C:27]([Cl:28])=[CH:26][C:25]([C:29]([F:32])([F:31])[F:30])=[CH:24][N:23]4[CH:33]=3)=[N:18][N:19]=2)=[CH:4][C:5]([F:14])=[C:6]([CH:13]=1)[O:7][CH2:8][CH:9]([OH:12])[CH2:10]O.CC[N:36](C(C)C)C(C)C.CS(Cl)(=O)=O. Product: [NH2:36][CH2:10][CH:9]([OH:12])[CH2:8][O:7][C:6]1[CH:13]=[C:2]([Cl:1])[C:3]([C:15]2[S:16][C:17]([C:20]3[N:21]=[C:22]4[C:27]([Cl:28])=[CH:26][C:25]([C:29]([F:31])([F:30])[F:32])=[CH:24][N:23]4[CH:33]=3)=[N:18][N:19]=2)=[CH:4][C:5]=1[F:14]. The catalyst class is: 1. (4) Reactant: [C:1]([O:5][C:6](=[O:16])[C:7]([C:14]#[N:15])([CH2:11][CH2:12][CH3:13])[CH2:8][CH2:9][CH3:10])([CH3:4])([CH3:3])[CH3:2]. Product: [C:1]([O:5][C:6](=[O:16])[C:7]([CH2:14][NH2:15])([CH2:11][CH2:12][CH3:13])[CH2:8][CH2:9][CH3:10])([CH3:2])([CH3:4])[CH3:3]. The catalyst class is: 94. (5) Reactant: [OH:1][C:2]([C@@H:5]1[CH2:10][C@H:9]([N:11]([C:16]([C:18]2[N:22]([CH2:23][CH2:24][CH2:25][CH2:26][O:27][CH3:28])[C:21]3[CH:29]=[CH:30][CH:31]=[CH:32][C:20]=3[N:19]=2)=[O:17])[CH2:12][CH:13]([CH3:15])[CH3:14])[CH2:8][N:7](C(OC(C)(C)C)=O)[CH2:6]1)([CH3:4])[CH3:3].C(OCC)(=O)C.[ClH:46]. Product: [ClH:46].[ClH:46].[OH:1][C:2]([C@H:5]1[CH2:6][NH:7][CH2:8][C@@H:9]([N:11]([CH2:12][CH:13]([CH3:15])[CH3:14])[C:16]([C:18]2[N:22]([CH2:23][CH2:24][CH2:25][CH2:26][O:27][CH3:28])[C:21]3[CH:29]=[CH:30][CH:31]=[CH:32][C:20]=3[N:19]=2)=[O:17])[CH2:10]1)([CH3:4])[CH3:3]. The catalyst class is: 13. (6) Reactant: [Cl:1][C:2]1[CH:17]=[C:16]([N+:18]([O-])=O)[CH:15]=[CH:14][C:3]=1[O:4][C:5]1[CH:13]=[CH:12][CH:11]=[C:10]2[C:6]=1[CH:7]=[CH:8][NH:9]2.C(O)C.[Cl-].[Ca+2].[Cl-]. Product: [Cl:1][C:2]1[CH:17]=[C:16]([CH:15]=[CH:14][C:3]=1[O:4][C:5]1[CH:13]=[CH:12][CH:11]=[C:10]2[C:6]=1[CH:7]=[CH:8][NH:9]2)[NH2:18]. The catalyst class is: 6. (7) Reactant: [O:1]=[C:2]([CH2:6][CH2:7][C:8]([OH:10])=[O:9])[C:3]([OH:5])=[O:4].[OH-].[K+:12].[CH:13](=O)[CH:14]([CH3:16])[CH3:15]. Product: [K+:12].[CH:13](=[C:6]([CH2:7][C:8]([OH:10])=[O:9])[C:2](=[O:1])[C:3]([O-:5])=[O:4])[CH:14]([CH3:16])[CH3:15]. The catalyst class is: 6. (8) Reactant: [C:1]([C:3]1[CH:8]=[CH:7][C:6]([CH2:9][CH2:10][CH:11](/[CH:23]=[CH:24]/[C:25]2[CH:30]=[CH:29][CH:28]=[CH:27][C:26]=2[O:31][CH2:32][C:33]2[CH:38]=[CH:37][CH:36]=[CH:35][C:34]=2[C:39]([F:42])([F:41])[F:40])[CH2:12][C:13]2[CH:22]=[CH:21][C:16]([C:17]([O:19][CH3:20])=[O:18])=[CH:15][CH:14]=2)=[CH:5][CH:4]=1)#[N:2].C[Si]([N:47]=[N+:48]=[N-:49])(C)C.C([Sn](=O)CCCC)CCC. Product: [NH:47]1[C:1]([C:3]2[CH:8]=[CH:7][C:6]([CH2:9][CH2:10][CH:11](/[CH:23]=[CH:24]/[C:25]3[CH:30]=[CH:29][CH:28]=[CH:27][C:26]=3[O:31][CH2:32][C:33]3[CH:38]=[CH:37][CH:36]=[CH:35][C:34]=3[C:39]([F:40])([F:41])[F:42])[CH2:12][C:13]3[CH:22]=[CH:21][C:16]([C:17]([O:19][CH3:20])=[O:18])=[CH:15][CH:14]=3)=[CH:5][CH:4]=2)=[N:2][N:49]=[N:48]1. The catalyst class is: 11. (9) Reactant: [Cl:1][C:2]1[C:7]([N+:8]([O-])=O)=[C:6]([NH:11][C:12](=[O:18])[O:13][C:14]([CH3:17])([CH3:16])[CH3:15])[CH:5]=[C:4]([Cl:19])[N:3]=1.S(S([O-])=O)([O-])=O.[Na+].[Na+].C([O-])(O)=O.[Na+]. Product: [NH2:8][C:7]1[C:2]([Cl:1])=[N:3][C:4]([Cl:19])=[CH:5][C:6]=1[NH:11][C:12](=[O:18])[O:13][C:14]([CH3:15])([CH3:16])[CH3:17]. The catalyst class is: 20.